Dataset: Experimentally validated miRNA-target interactions with 360,000+ pairs, plus equal number of negative samples. Task: Binary Classification. Given a miRNA mature sequence and a target amino acid sequence, predict their likelihood of interaction. (1) The miRNA is hsa-miR-619-3p with sequence GACCUGGACAUGUUUGUGCCCAGU. The protein sequence of the target gene is MTTVVVHVDSKAELTTLLEQWEKDHGSGQDMVPILTRMSELIEKETEEYRKGDPDPFDDRHPGRADPECMLGHLLRILFKNDDFMNALVNAYVMTSREPPLNTAACRLLLDIMPGLETAVVFQEKEGIVENLFKWAREADQPLRTYSTGLLGGAMENQDIAANYRDENSQLVAIVLRRLRELQLQEVALRQDSKRPSPRKLSSEPLLPLDEEAVDMDYGDMAVDVVDGEQESSRDMEISFRLDSSHKTSSRVNSATKPEEGGLKKNKSAKHGDRENFRKAKQKLGFSSSDPDRVFVELSN.... Result: 0 (no interaction). (2) The miRNA is hsa-miR-4439 with sequence GUGACUGAUACCUUGGAGGCAU. The protein sequence of the target gene is MSSCASLGGPVPLPPPGPSAALTSGAPARALHVELPSQQRRLRHLRNIAARNIVNRNGHQLLDTYFTLHLCDNEKIFKEFYRSEVIKNSLNPTWRSLDFGIMPDRLDTSVSCFVVKIWGGKEEAFQLLIEWKVYLDGLKYLGQQIHARNQNEIIFGLNDGYYGAPCEHKGHPNAQKNLLQVDQNCVRNSYDVFSLLRLHRAQCAIKQTQVTVQRLGKEIEEKLRLTSTSNELKKESECLRLKILVLRNELERQKKALGREVAFLHKQQMALQDKGSAFSTEHGKLQLQKDSLSELRKECT.... Result: 0 (no interaction).